This data is from Peptide-MHC class I binding affinity with 185,985 pairs from IEDB/IMGT. The task is: Regression. Given a peptide amino acid sequence and an MHC pseudo amino acid sequence, predict their binding affinity value. This is MHC class I binding data. (1) The peptide sequence is VTSLDVINY. The MHC is HLA-A03:01 with pseudo-sequence HLA-A03:01. The binding affinity (normalized) is 0. (2) The peptide sequence is MQLPGGWLL. The MHC is HLA-B08:03 with pseudo-sequence HLA-B08:03. The binding affinity (normalized) is 0.0847. (3) The MHC is HLA-B44:02 with pseudo-sequence HLA-B44:02. The binding affinity (normalized) is 0.0847. The peptide sequence is EVIEQWHSL. (4) The peptide sequence is YMVTDKTAYI. The MHC is HLA-A02:01 with pseudo-sequence HLA-A02:01. The binding affinity (normalized) is 0.854. (5) The peptide sequence is SQYDPKELL. The MHC is HLA-A02:12 with pseudo-sequence HLA-A02:12. The binding affinity (normalized) is 0.613. (6) The peptide sequence is QPEWFRNVL. The MHC is HLA-A30:01 with pseudo-sequence HLA-A30:01. The binding affinity (normalized) is 0.0847.